Task: Predict the reactants needed to synthesize the given product.. Dataset: Full USPTO retrosynthesis dataset with 1.9M reactions from patents (1976-2016) The reactants are: [CH3:1][S:2]([C:5]1[N:10]=[CH:9][C:8]([C:11]2[CH:25]=[CH:24][C:14]([O:15][CH:16]3[CH2:19][N:18]([CH2:20][C:21](O)=[O:22])[CH2:17]3)=[CH:13][CH:12]=2)=[CH:7][CH:6]=1)(=[O:4])=[O:3].S(Cl)(Cl)=O.C(N(CC)CC)C.O[NH:38][C:39](=[NH:44])[C:40]([CH3:43])([CH3:42])[CH3:41]. Given the product [C:40]([C:39]1[N:44]=[C:21]([CH2:20][N:18]2[CH2:17][CH:16]([O:15][C:14]3[CH:24]=[CH:25][C:11]([C:8]4[CH:7]=[CH:6][C:5]([S:2]([CH3:1])(=[O:4])=[O:3])=[N:10][CH:9]=4)=[CH:12][CH:13]=3)[CH2:19]2)[O:22][N:38]=1)([CH3:43])([CH3:42])[CH3:41], predict the reactants needed to synthesize it.